From a dataset of Forward reaction prediction with 1.9M reactions from USPTO patents (1976-2016). Predict the product of the given reaction. (1) Given the reactants Br[C:2]1[N:6]([CH2:7][C:8]2[CH:13]=[CH:12][C:11]([O:14][CH3:15])=[CH:10][CH:9]=2)[N:5]=[CH:4][N:3]=1.[Cl:16][C:17]1[CH:18]=[C:19]([CH:21]=[C:22]([Cl:25])[C:23]=1[Cl:24])[NH2:20].CC([O-])(C)C.[Na+], predict the reaction product. The product is: [CH3:15][O:14][C:11]1[CH:12]=[CH:13][C:8]([CH2:7][N:6]2[C:2]([NH:20][C:19]3[CH:18]=[C:17]([Cl:16])[C:23]([Cl:24])=[C:22]([Cl:25])[CH:21]=3)=[N:3][CH:4]=[N:5]2)=[CH:9][CH:10]=1. (2) Given the reactants [NH2:1][C:2]1[CH:18]=[C:17]([CH3:19])[C:5]([O:6][C:7]2[CH:12]=[CH:11][C:10]([OH:13])=[C:9]([CH:14]([CH3:16])[CH3:15])[CH:8]=2)=[C:4]([CH3:20])[CH:3]=1.C(N(CC)CC)C.C[CH:29]([C:33](Cl)=[O:34])[C:30](Cl)=[O:31].C1C[O:39][CH2:38]C1, predict the reaction product. The product is: [CH3:38][O:39][C:33](=[O:34])[CH2:29][C:30]([NH:1][C:2]1[CH:3]=[C:4]([CH3:20])[C:5]([O:6][C:7]2[CH:12]=[CH:11][C:10]([OH:13])=[C:9]([CH:14]([CH3:16])[CH3:15])[CH:8]=2)=[C:17]([CH3:19])[CH:18]=1)=[O:31]. (3) Given the reactants [NH2:1][C:2]1[S:3][C:4]2[CH:10]=[CH:9][C:8]([NH:11][C:12]([NH2:14])=S)=[CH:7][C:5]=2[N:6]=1.[BrH:15].C1(SC([C:25]2[S:26][CH:27]=[CH:28][CH:29]=2)=N)C=CC=CC=1, predict the reaction product. The product is: [BrH:15].[NH2:1][C:2]1[S:3][C:4]2[CH:10]=[CH:9][C:8]([NH:11][C:12]([C:25]3[S:26][CH:27]=[CH:28][CH:29]=3)=[NH:14])=[CH:7][C:5]=2[N:6]=1. (4) Given the reactants Cl[C:2]1[C:3]2[N:4]([N:8]=[N:9][N:10]=2)[CH:5]=[CH:6][N:7]=1.C(N(CC)CC)C.Cl.[NH:19]1[CH2:22][CH:21]([N:23]([CH3:31])[C:24](=[O:30])[O:25][C:26]([CH3:29])([CH3:28])[CH3:27])[CH2:20]1, predict the reaction product. The product is: [CH3:31][N:23]([CH:21]1[CH2:20][N:19]([C:2]2[C:3]3[N:4]([N:8]=[N:9][N:10]=3)[CH:5]=[CH:6][N:7]=2)[CH2:22]1)[C:24](=[O:30])[O:25][C:26]([CH3:29])([CH3:27])[CH3:28]. (5) Given the reactants [CH3:1][C:2]1[CH:6]=[C:5]([CH3:7])[NH:4][C:3]=1/[CH:8]=[C:9]1\[C:10](=[O:25])[N:11]([C:18](N2C=CN=C2)=[O:19])[C:12]2[C:17]\1=[CH:16][CH:15]=[CH:14][CH:13]=2.[CH3:26][OH:27], predict the reaction product. The product is: [CH3:26][O:27][C:18]([N:11]1[C:12]2[C:17](=[CH:16][CH:15]=[CH:14][CH:13]=2)/[C:9](=[CH:8]/[C:3]2[NH:4][C:5]([CH3:7])=[CH:6][C:2]=2[CH3:1])/[C:10]1=[O:25])=[O:19]. (6) Given the reactants [CH3:1][O:2][C:3](=[O:15])[C:4]1[CH:9]=[CH:8][C:7]([O:10][CH2:11][CH:12]=C)=[C:6]([Cl:14])[CH:5]=1.[BH4-].[Na+].C[OH:19].C(Cl)Cl, predict the reaction product. The product is: [CH3:1][O:2][C:3](=[O:15])[C:4]1[CH:9]=[CH:8][C:7]([O:10][CH2:11][CH2:12][OH:19])=[C:6]([Cl:14])[CH:5]=1. (7) Given the reactants C1(P(C2CCCCC2)C2C=CC=CC=2C2C(C(C)C)=CC(C(C)C)=CC=2C(C)C)CCCCC1.[CH3:35][O:36][C:37]1[CH:38]=[C:39]([C:43]2[CH:44]=[N:45][C:46]([N:50]3[CH2:56][C:52]4([CH2:55][O:54][CH2:53]4)[CH2:51]3)=[CH:47][C:48]=2[NH2:49])[CH:40]=[N:41][CH:42]=1.Cl[C:58]1[C:67]2[C:62](=[CH:63][C:64]([F:69])=[CH:65][C:66]=2[F:68])[N:61]=[C:60]([C:70]2[CH:75]=[CH:74][CH:73]=[CH:72][N:71]=2)[C:59]=1[CH3:76].CC(C)([O-])C.[Na+], predict the reaction product. The product is: [F:68][C:66]1[CH:65]=[C:64]([F:69])[CH:63]=[C:62]2[C:67]=1[C:58]([NH:49][C:48]1[CH:47]=[C:46]([N:50]3[CH2:51][C:52]4([CH2:55][O:54][CH2:53]4)[CH2:56]3)[N:45]=[CH:44][C:43]=1[C:39]1[CH:40]=[N:41][CH:42]=[C:37]([O:36][CH3:35])[CH:38]=1)=[C:59]([CH3:76])[C:60]([C:70]1[CH:75]=[CH:74][CH:73]=[CH:72][N:71]=1)=[N:61]2.